This data is from Retrosynthesis with 50K atom-mapped reactions and 10 reaction types from USPTO. The task is: Predict the reactants needed to synthesize the given product. (1) Given the product CCCn1c(=O)sc2cc(C(C)=O)ccc21, predict the reactants needed to synthesize it. The reactants are: CC(=O)c1ccc2[nH]c(=O)sc2c1.CCCI. (2) Given the product COc1ccc([N+](=O)[O-])cc1NC(=O)OC(C)(C)C, predict the reactants needed to synthesize it. The reactants are: CC(C)(C)OC(=O)OC(=O)OC(C)(C)C.COc1ccc([N+](=O)[O-])cc1N. (3) Given the product CC(C)(C)OC(=O)N1CC[C@@H](CNc2ccc(C(F)(F)F)cc2[N+](=O)[O-])C1, predict the reactants needed to synthesize it. The reactants are: CC(C)(C)OC(=O)N1CC[C@@H](CN)C1.O=[N+]([O-])c1cc(C(F)(F)F)ccc1F. (4) Given the product O=Cc1ccc(CCc2ccc(OCc3ccccc3)nn2)cc1, predict the reactants needed to synthesize it. The reactants are: O=Cc1ccc(C#Cc2ccc(OCc3ccccc3)nn2)cc1. (5) Given the product O=S(=O)(c1ccc(F)cc1)c1nc(Cl)c2ccn(CCN3CCOCC3)c2n1, predict the reactants needed to synthesize it. The reactants are: ClCCN1CCOCC1.O=S(=O)(c1ccc(F)cc1)c1nc(Cl)c2cc[nH]c2n1. (6) Given the product CC(C)[C@H]1COC(=O)N1c1ccnc(N[C@@H](C)c2ccc(CN3CCNCC3)cc2)n1, predict the reactants needed to synthesize it. The reactants are: CC(C)[C@H]1COC(=O)N1c1ccnc(N[C@@H](C)c2ccc(CN3CCN(C(=O)OCc4ccccc4)CC3)cc2)n1. (7) Given the product N#Cc1cnc2cc(OC3CCOC3)c([N+](=O)[O-])cc2c1Nc1ccc(OCc2ccccn2)c(Cl)c1, predict the reactants needed to synthesize it. The reactants are: N#Cc1cnc2cc(OC3CCOC3)c([N+](=O)[O-])cc2c1Cl.Nc1ccc(OCc2ccccn2)c(Cl)c1. (8) Given the product CS(=O)(=O)OCCCCCCCCCCCN(Cc1ccccc1)Cc1ccccc1, predict the reactants needed to synthesize it. The reactants are: CS(=O)(=O)Cl.OCCCCCCCCCCCN(Cc1ccccc1)Cc1ccccc1. (9) Given the product CS(=O)(=O)c1ccc(-n2ccc(O)cc2=O)c(F)c1, predict the reactants needed to synthesize it. The reactants are: CS(=O)(=O)c1ccc(-n2ccc(OCc3ccccc3)cc2=O)c(F)c1.